From a dataset of Reaction yield outcomes from USPTO patents with 853,638 reactions. Predict the reaction yield, written as a fraction of the theoretical maximum amount of product (1.0 means a 100% yield; for example, 0.34 means a 34% yield). (1) The reactants are [Cl:1][C:2]1[C:3](Cl)=[N:4][CH:5]=[C:6]([CH:10]=1)[C:7]([OH:9])=[O:8].[Cl:12][C:13]1[CH:19]=[CH:18][C:16]([NH2:17])=[CH:15][CH:14]=1.C(OCC)(=O)C. The catalyst is C(O)(=O)C. The product is [Cl:1][C:2]1[C:3]([NH:17][C:16]2[CH:18]=[CH:19][C:13]([Cl:12])=[CH:14][CH:15]=2)=[N:4][CH:5]=[C:6]([CH:10]=1)[C:7]([OH:9])=[O:8]. The yield is 0.650. (2) The reactants are [C:1]1([C:16]2[CH:21]=[CH:20][CH:19]=[CH:18][CH:17]=2)[CH:6]=[CH:5][C:4]([CH:7]([NH:14][CH3:15])[CH2:8][N:9]2[CH2:13][CH2:12][CH2:11][CH2:10]2)=[CH:3][CH:2]=1.[O:22]=[C:23]1[N:27]([CH2:28][C:29]([OH:31])=O)[C:26]2[CH:32]=[C:33]([O:36][C:37]([F:40])([F:39])[F:38])[CH:34]=[CH:35][C:25]=2[O:24]1.C(N(CC)CC)C.F[P-](F)(F)(F)(F)F.N1(O[P+](N(C)C)(N(C)C)N(C)C)C2C=CC=CC=2N=N1.FC(F)(F)C(O)=O. The catalyst is CN(C)C=O.CC#N.O. The product is [C:1]1([C:16]2[CH:17]=[CH:18][CH:19]=[CH:20][CH:21]=2)[CH:6]=[CH:5][C:4]([CH:7]([N:14]([CH3:15])[C:29](=[O:31])[CH2:28][N:27]2[C:26]3[CH:32]=[C:33]([O:36][C:37]([F:40])([F:39])[F:38])[CH:34]=[CH:35][C:25]=3[O:24][C:23]2=[O:22])[CH2:8][N:9]2[CH2:13][CH2:12][CH2:11][CH2:10]2)=[CH:3][CH:2]=1. The yield is 0.0600. (3) The catalyst is O1CCOCC1. The yield is 0.740. The reactants are [Cl:1][C:2]1[CH:7]=[CH:6][C:5]([C@H:8]2[N:15]3[C:11]([S:12][C:13]([C:19]([N:21]4[C@H:42]([CH3:43])[CH2:41][CH2:40][C@H:22]4[C:23]([N:25]4[CH2:29][C@@H:28]([CH2:30][F:31])[C@@H:27]([NH:32][C:33](=O)OC(C)(C)C)[CH2:26]4)=[O:24])=[O:20])=[C:14]3[CH:16]([CH3:18])[CH3:17])=[N:10][C@:9]2([C:45]2[CH:50]=[CH:49][C:48]([Cl:51])=[CH:47][CH:46]=2)[CH3:44])=[CH:4][CH:3]=1.[C:52]1(OC)C=CC=CC=1.Cl.O1CCOCC1.C=O.C(O)(=O)C.C([BH3-])#N.[Na+]. The product is [Cl:1][C:2]1[CH:7]=[CH:6][C:5]([C@H:8]2[N:15]3[C:11]([S:12][C:13]([C:19]([N:21]4[C@H:42]([CH3:43])[CH2:41][CH2:40][C@H:22]4[C:23]([N:25]4[CH2:29][C@@H:28]([CH2:30][F:31])[C@@H:27]([N:32]([CH3:33])[CH3:52])[CH2:26]4)=[O:24])=[O:20])=[C:14]3[CH:16]([CH3:18])[CH3:17])=[N:10][C@:9]2([C:45]2[CH:46]=[CH:47][C:48]([Cl:51])=[CH:49][CH:50]=2)[CH3:44])=[CH:4][CH:3]=1. (4) The reactants are [NH2:1][CH:2]1[C:8](=[O:9])[N:7]2[CH:10]([C:14]([O:16][C:17]([CH3:20])([CH3:19])[CH3:18])=[O:15])[CH2:11][CH2:12][CH2:13][N:6]2[C:5](=[O:21])[CH2:4][CH2:3]1.C(N(C(C)C)CC)(C)C.[CH3:31][S:32](Cl)(=[O:34])=[O:33]. The catalyst is C(Cl)Cl.CCOC(C)=O. The product is [O:21]=[C:5]1[CH2:4][CH2:3][C@H:2]([NH:1][S:32]([CH3:31])(=[O:34])=[O:33])[C:8](=[O:9])[N:7]2[C@H:10]([C:14]([O:16][C:17]([CH3:18])([CH3:20])[CH3:19])=[O:15])[CH2:11][CH2:12][CH2:13][N:6]12. The yield is 0.770. (5) The reactants are [OH-].[Na+].[Br:3][C:4]1[CH:5]=[C:6]([C:18]([O:20]C)=O)[C:7]2[CH:8]=[N:9][N:10]([CH:13]3[CH2:17][CH2:16][CH2:15][CH2:14]3)[C:11]=2[CH:12]=1.[NH2:22][CH2:23][C:24]1[C:25](=[O:32])[NH:26][C:27]([CH3:31])=[CH:28][C:29]=1[CH3:30].C1CN([P+](ON2N=NC3C=CC=CC2=3)(N2CCCC2)N2CCCC2)CC1.F[P-](F)(F)(F)(F)F. The catalyst is CCO.CS(C)=O. The product is [Br:3][C:4]1[CH:5]=[C:6]([C:18]([NH:22][CH2:23][C:24]2[C:25](=[O:32])[NH:26][C:27]([CH3:31])=[CH:28][C:29]=2[CH3:30])=[O:20])[C:7]2[CH:8]=[N:9][N:10]([CH:13]3[CH2:14][CH2:15][CH2:16][CH2:17]3)[C:11]=2[CH:12]=1. The yield is 0.565. (6) The reactants are Cl[C:2]1[CH:15]=[CH:14][C:13]([N+:16]([O-:18])=[O:17])=[CH:12][C:3]=1[C:4]([C:6]1[CH:11]=[CH:10][CH:9]=[CH:8][CH:7]=1)=O.O.[NH2:20][NH2:21].O. The catalyst is C(O)C. The product is [N+:16]([C:13]1[CH:12]=[C:3]2[C:2](=[CH:15][CH:14]=1)[NH:21][N:20]=[C:4]2[C:6]1[CH:11]=[CH:10][CH:9]=[CH:8][CH:7]=1)([O-:18])=[O:17]. The yield is 0.800. (7) The reactants are [NH2:1][C:2]1[CH:10]=[CH:9][CH:8]=[C:7]([C:11]([F:14])([F:13])[F:12])[C:3]=1[C:4]([OH:6])=O.N1[CH:19]=[CH:18]N=C1.C(Cl)(=O)C.Cl.[NH2:25][CH:26]1[CH2:31][CH2:30][C:29](=[O:32])[NH:28][C:27]1=[O:33].P(OC1C=CC=CC=1)(OC1C=CC=CC=1)OC1C=CC=CC=1. The catalyst is C(#N)C.O. The product is [CH3:18][C:19]1[N:25]([CH:26]2[CH2:31][CH2:30][C:29](=[O:32])[NH:28][C:27]2=[O:33])[C:4](=[O:6])[C:3]2[C:2](=[CH:10][CH:9]=[CH:8][C:7]=2[C:11]([F:14])([F:13])[F:12])[N:1]=1. The yield is 0.510.